Dataset: Catalyst prediction with 721,799 reactions and 888 catalyst types from USPTO. Task: Predict which catalyst facilitates the given reaction. (1) Reactant: [Cl:1][C:2]1[N:10]=[C:9]2[C:5]([N:6]=[CH:7][N:8]2[CH:11]2[CH2:15][CH2:14][O:13][CH2:12]2)=[C:4](Cl)[N:3]=1.[F:17][C:18]([F:28])([F:27])[O:19][C:20]1[CH:25]=[CH:24][C:23]([NH2:26])=[CH:22][CH:21]=1. Product: [Cl:1][C:2]1[N:10]=[C:9]2[C:5]([N:6]=[CH:7][N:8]2[CH:11]2[CH2:15][CH2:14][O:13][CH2:12]2)=[C:4]([NH:26][C:23]2[CH:24]=[CH:25][C:20]([O:19][C:18]([F:17])([F:27])[F:28])=[CH:21][CH:22]=2)[N:3]=1. The catalyst class is: 51. (2) Product: [NH2:1][C:4]1[NH:8][N:7]=[C:6]([NH:9][C:10](=[O:16])[O:11][C:12]([CH3:14])([CH3:13])[CH3:15])[CH:5]=1. The catalyst class is: 99. Reactant: [N+:1]([C:4]1[NH:8][N:7]=[C:6]([NH:9][C:10](=[O:16])[O:11][C:12]([CH3:15])([CH3:14])[CH3:13])[CH:5]=1)([O-])=O. (3) Reactant: C(OC([N:8]1[C:17]2[C:12](=[CH:13][CH:14]=[C:15]([O:18][CH3:19])[CH:16]=2)[CH:11]([CH2:20][CH3:21])[CH2:10][CH2:9]1)=O)(C)(C)C.C(O)(C(F)(F)F)=O. Product: [CH2:20]([CH:11]1[C:12]2[C:17](=[CH:16][C:15]([O:18][CH3:19])=[CH:14][CH:13]=2)[NH:8][CH2:9][CH2:10]1)[CH3:21]. The catalyst class is: 2.